Binary Classification. Given a T-cell receptor sequence (or CDR3 region) and an epitope sequence, predict whether binding occurs between them. From a dataset of TCR-epitope binding with 47,182 pairs between 192 epitopes and 23,139 TCRs. (1) The epitope is FTISVTTEIL. The TCR CDR3 sequence is CASSYFGPGDSLYEQYF. Result: 1 (the TCR binds to the epitope). (2) The epitope is RLYYDSMSY. The TCR CDR3 sequence is CATSDLTGDEQFF. Result: 0 (the TCR does not bind to the epitope). (3) The epitope is IVTDFSVIK. The TCR CDR3 sequence is CSVDASGGYNEQFF. Result: 1 (the TCR binds to the epitope). (4) The epitope is LQPFPQPELPYPQPQ. The TCR CDR3 sequence is CASSPPNRGQEKLFF. Result: 0 (the TCR does not bind to the epitope). (5) The TCR CDR3 sequence is CASSFNYEQYF. Result: 0 (the TCR does not bind to the epitope). The epitope is FTISVTTEIL. (6) The epitope is RQLLFVVEV. The TCR CDR3 sequence is CASSPSGHHNQPQHF. Result: 1 (the TCR binds to the epitope). (7) The epitope is YEGNSPFHPL. The TCR CDR3 sequence is CASRIKFANTGELFF. Result: 0 (the TCR does not bind to the epitope). (8) The epitope is KLVALGINAV. The TCR CDR3 sequence is CASSGGQGTQPQHF. Result: 0 (the TCR does not bind to the epitope). (9) The epitope is FRYMNSQGL. The TCR CDR3 sequence is CASSANLADTQYF. Result: 0 (the TCR does not bind to the epitope). (10) The epitope is VTIAEILLI. The TCR CDR3 sequence is CASDRANEQFF. Result: 0 (the TCR does not bind to the epitope).